Dataset: Full USPTO retrosynthesis dataset with 1.9M reactions from patents (1976-2016). Task: Predict the reactants needed to synthesize the given product. Given the product [CH3:26][N:27]([CH3:33])[C@H:28]1[CH2:32][CH2:31][N:30]([C:2]2[C:7]([C:8]3[CH:13]=[CH:12][CH:11]=[CH:10][CH:9]=3)=[CH:6][C:5]([C:14]#[N:15])=[C:4]([N+:16]([O-:18])=[O:17])[CH:3]=2)[CH2:29]1, predict the reactants needed to synthesize it. The reactants are: F[C:2]1[C:7]([C:8]2[CH:13]=[CH:12][CH:11]=[CH:10][CH:9]=2)=[CH:6][C:5]([C:14]#[N:15])=[C:4]([N+:16]([O-:18])=[O:17])[CH:3]=1.C(N(CC)CC)C.[CH3:26][N:27]([CH3:33])[C@H:28]1[CH2:32][CH2:31][NH:30][CH2:29]1.C(=O)([O-])O.[Na+].